This data is from Reaction yield outcomes from USPTO patents with 853,638 reactions. The task is: Predict the reaction yield, written as a fraction of the theoretical maximum amount of product (1.0 means a 100% yield; for example, 0.34 means a 34% yield). (1) The yield is 0.690. The reactants are C[O:2][C:3](=O)[CH2:4][C:5]([C:7]1[CH:16]=[CH:15][C:10]([C:11]([O:13][CH3:14])=[O:12])=[CH:9][CH:8]=1)=O.S(O)(O)(=O)=O.[CH3:23][NH:24][NH2:25].C(N(CC)CC)C. The product is [CH3:23][N:24]1[C:3](=[O:2])[CH2:4][C:5]([C:7]2[CH:16]=[CH:15][C:10]([C:11]([O:13][CH3:14])=[O:12])=[CH:9][CH:8]=2)=[N:25]1. The catalyst is C(O)C. (2) The reactants are [C:1]([O:5][C:6]([N:8]1[CH2:13][C:12](B2OC(C)(C)C(C)(C)O2)=[CH:11][CH2:10][CH2:9]1)=[O:7])([CH3:4])([CH3:3])[CH3:2].[NH2:23][C:24]1[CH:29]=[CH:28][C:27]([CH:30]2[CH2:35][CH2:34][N:33]([C:36](=[O:38])[CH3:37])[CH2:32][CH2:31]2)=[CH:26][C:25]=1Br.C([O-])([O-])=O.[Na+].[Na+]. The catalyst is C1(C)C=CC=CC=1.CCO.CCOC(C)=O.C1C=CC([P]([Pd]([P](C2C=CC=CC=2)(C2C=CC=CC=2)C2C=CC=CC=2)([P](C2C=CC=CC=2)(C2C=CC=CC=2)C2C=CC=CC=2)[P](C2C=CC=CC=2)(C2C=CC=CC=2)C2C=CC=CC=2)(C2C=CC=CC=2)C2C=CC=CC=2)=CC=1. The product is [C:1]([O:5][C:6]([N:8]1[CH2:13][C:12]([C:25]2[CH:26]=[C:27]([CH:30]3[CH2:35][CH2:34][N:33]([C:36](=[O:38])[CH3:37])[CH2:32][CH2:31]3)[CH:28]=[CH:29][C:24]=2[NH2:23])=[CH:11][CH2:10][CH2:9]1)=[O:7])([CH3:2])([CH3:3])[CH3:4]. The yield is 0.930. (3) The reactants are C[O:2][C:3](=[O:39])[C:4]1[CH:9]=[CH:8][C:7]([CH2:10][N:11]2[CH:15]=[C:14]([C:16]3[CH:21]=[CH:20][C:19]([Cl:22])=[CH:18][C:17]=3[Cl:23])[N:13]=[C:12]2[CH2:24][O:25][C:26]2[CH:31]=[CH:30][C:29]([C:32]3[CH:37]=[CH:36][C:35]([OH:38])=[CH:34][CH:33]=3)=[CH:28][CH:27]=2)=[CH:6][CH:5]=1.F[C:41]1[CH:46]=[CH:45][C:44]([C:47]([F:50])([F:49])[F:48])=[CH:43][CH:42]=1.C1(OC(F)(F)F)C=CC=CC=1. No catalyst specified. The product is [Cl:23][C:17]1[CH:18]=[C:19]([Cl:22])[CH:20]=[CH:21][C:16]=1[C:14]1[N:13]=[C:12]([CH2:24][O:25][C:26]2[CH:31]=[CH:30][C:29]([C:32]3[CH:37]=[CH:36][C:35]([O:38][C:41]4[CH:46]=[CH:45][C:44]([C:47]([F:50])([F:49])[F:48])=[CH:43][CH:42]=4)=[CH:34][CH:33]=3)=[CH:28][CH:27]=2)[N:11]([CH2:10][C:7]2[CH:6]=[CH:5][C:4]([C:3]([OH:2])=[O:39])=[CH:9][CH:8]=2)[CH:15]=1. The yield is 0.0700. (4) The reactants are [OH:1][C:2]1[CH:10]=[CH:9][C:8]([C:11]2[N:12]([C:27]([O:29][C:30]([CH3:33])([CH3:32])[CH3:31])=[O:28])[C:13]3[C:18]([CH:19]=2)=[CH:17][C:16]([CH2:20][N:21]2[CH2:26][CH2:25][CH2:24][CH2:23][CH2:22]2)=[CH:15][CH:14]=3)=[C:7]2[C:3]=1[CH2:4][NH:5][C:6]2=[O:34].C(N(CC)CC)C.[CH3:42][N:43]1[C:47]([CH3:48])=[C:46]([S:49](Cl)(=[O:51])=[O:50])[C:45]([CH3:53])=[N:44]1. The catalyst is C(#N)C. The product is [CH3:42][N:43]1[C:47]([CH3:48])=[C:46]([S:49]([O:1][C:2]2[CH:10]=[CH:9][C:8]([C:11]3[N:12]([C:27]([O:29][C:30]([CH3:31])([CH3:33])[CH3:32])=[O:28])[C:13]4[C:18]([CH:19]=3)=[CH:17][C:16]([CH2:20][N:21]3[CH2:26][CH2:25][CH2:24][CH2:23][CH2:22]3)=[CH:15][CH:14]=4)=[C:7]3[C:3]=2[CH2:4][NH:5][C:6]3=[O:34])(=[O:50])=[O:51])[C:45]([CH3:53])=[N:44]1. The yield is 0.270. (5) The reactants are Cl.Cl.[CH3:3][Si:4]([CH3:31])([CH3:30])[CH2:5][CH2:6][O:7][CH2:8][N:9]1[C:13]2[N:14]=[CH:15][N:16]=[C:17]([C:18]3[CH:19]=[N:20][N:21]([C:23]4([CH2:27][C:28]#[N:29])[CH2:26][NH:25][CH2:24]4)[CH:22]=3)[C:12]=2[CH:11]=[CH:10]1.Cl[C:33]1[C:46]([F:47])=[CH:45][C:36]([C:37]([NH:39][C@@H:40]([CH:42]2[CH2:44][CH2:43]2)[CH3:41])=[O:38])=[C:35]([F:48])[CH:34]=1.C(=O)([O-])[O-].[Cs+].[Cs+].C1C=CC(P(C2C=CC3C(=CC=CC=3)C=2C2C3C(=CC=CC=3)C=CC=2P(C2C=CC=CC=2)C2C=CC=CC=2)C2C=CC=CC=2)=CC=1.C1(C)C=CC=CC=1. The catalyst is C([O-])(=O)C.[Pd+2].C([O-])(=O)C. The product is [C:28]([CH2:27][C:23]1([N:21]2[CH:22]=[C:18]([C:17]3[C:12]4[CH:11]=[CH:10][N:9]([CH2:8][O:7][CH2:6][CH2:5][Si:4]([CH3:30])([CH3:3])[CH3:31])[C:13]=4[N:14]=[CH:15][N:16]=3)[CH:19]=[N:20]2)[CH2:24][N:25]([C:33]2[C:46]([F:47])=[CH:45][C:36]([C:37]([NH:39][C@@H:40]([CH:42]3[CH2:43][CH2:44]3)[CH3:41])=[O:38])=[C:35]([F:48])[CH:34]=2)[CH2:26]1)#[N:29]. The yield is 0.360. (6) The reactants are [CH2:1]([N:8]1[C:13](=[O:14])[C:12]2[C:15]([CH3:18])=[N:16][S:17][C:11]=2[N:10]=[C:9]1[CH2:19][CH:20]([CH3:22])[CH3:21])[C:2]1[CH:7]=[CH:6][CH:5]=[CH:4][CH:3]=1.C([O-])(=O)C.[Na+].[Br:28]Br.CCOC(C)=O. The catalyst is C(O)(=O)C. The product is [CH2:1]([N:8]1[C:13](=[O:14])[C:12]2[C:15]([CH3:18])=[N:16][S:17][C:11]=2[N:10]=[C:9]1[CH:19]([Br:28])[CH:20]([CH3:22])[CH3:21])[C:2]1[CH:3]=[CH:4][CH:5]=[CH:6][CH:7]=1. The yield is 0.990.